Dataset: Forward reaction prediction with 1.9M reactions from USPTO patents (1976-2016). Task: Predict the product of the given reaction. (1) Given the reactants FC(F)(F)S(O[C:7]1[CH:12]=[C:11]([Cl:13])[C:10]([CH2:14][CH:15]2[CH2:19][CH2:18][N:17]([CH:20]3[CH2:25][CH2:24][CH2:23][CH2:22][CH2:21]3)[C:16]2=[O:26])=[C:9]([Cl:27])[CH:8]=1)(=O)=O.C([N:37]1[CH:41]=[C:40](B2OC(C)(C)C(C)(C)O2)[CH:39]=[N:38]1)(OC(C)(C)C)=O.C(=O)([O-])[O-].[Na+].[Na+], predict the reaction product. The product is: [CH:20]1([N:17]2[CH2:18][CH2:19][CH:15]([CH2:14][C:10]3[C:11]([Cl:13])=[CH:12][C:7]([C:40]4[CH:41]=[N:37][NH:38][CH:39]=4)=[CH:8][C:9]=3[Cl:27])[C:16]2=[O:26])[CH2:25][CH2:24][CH2:23][CH2:22][CH2:21]1. (2) Given the reactants [N+:1]([N:3]=P(C1C=CC=CC=1)(C1C=CC=CC=1)C1C=CC=CC=1)#[C-:2].[Cl:23][C:24]1[CH:25]=[C:26]([CH:29]=[CH:30][C:31]=1[Cl:32])[CH:27]=[O:28].[O:33]=[C:34]1[CH2:43][CH2:42][C:41]2[C:36](=[CH:37][CH:38]=[C:39]([O:44][CH2:45][C:46]([OH:48])=O)[CH:40]=2)[NH:35]1, predict the reaction product. The product is: [Cl:23][C:24]1[CH:25]=[C:26]([CH:27]([OH:28])[C:2]2[O:48][C:46]([CH2:45][O:44][C:39]3[CH:40]=[C:41]4[C:36](=[CH:37][CH:38]=3)[NH:35][C:34](=[O:33])[CH2:43][CH2:42]4)=[N:3][N:1]=2)[CH:29]=[CH:30][C:31]=1[Cl:32].